Dataset: Forward reaction prediction with 1.9M reactions from USPTO patents (1976-2016). Task: Predict the product of the given reaction. (1) Given the reactants CO[C:3](=[O:14])[C:4]1[C:9]([Cl:10])=[CH:8][C:7]([Br:11])=[CH:6][C:5]=1[CH2:12]Br.[Cl:15][C:16]1[CH:23]=[CH:22][C:19]([CH2:20][NH2:21])=[CH:18][CH:17]=1.C([O-])([O-])=O.[K+].[K+].C(OCC)(=O)C, predict the reaction product. The product is: [Br:11][C:7]1[CH:6]=[C:5]2[C:4](=[C:9]([Cl:10])[CH:8]=1)[C:3](=[O:14])[N:21]([CH2:20][C:19]1[CH:22]=[CH:23][C:16]([Cl:15])=[CH:17][CH:18]=1)[CH2:12]2. (2) Given the reactants C[Si]([N-][Si](C)(C)C)(C)C.[K+].C([O:13][C:14](=[O:19])[C:15]([OH:18])([CH3:17])[CH3:16])C.Cl[C:21]1[CH:26]=[CH:25][C:24]([C:27]([F:30])([F:29])[F:28])=[CH:23][N:22]=1.Cl, predict the reaction product. The product is: [CH3:17][C:15]([O:18][C:21]1[CH:26]=[CH:25][C:24]([C:27]([F:30])([F:29])[F:28])=[CH:23][N:22]=1)([CH3:16])[C:14]([OH:13])=[O:19].